From a dataset of Catalyst prediction with 721,799 reactions and 888 catalyst types from USPTO. Predict which catalyst facilitates the given reaction. (1) Reactant: [CH2:1]([C:3]1[CH:4]=[C:5](O)[CH:6]=[C:7](OC)[CH:8]=1)[CH3:2].[OH-:12].[K+].[C:14](=[O:17])([O-])[O-].[K+].[K+].Cl.Cl[CH2:22][CH2:23][N:24]([CH3:26])[CH3:25]. Product: [CH2:1]([C:3]1[CH:4]=[CH:5][C:6]([O:17][CH3:14])=[CH:7][C:8]=1[O:12][CH2:22][CH2:23][N:24]([CH3:26])[CH3:25])[CH3:2]. The catalyst class is: 207. (2) Reactant: [Cl:1][C:2]1[N:6]=[C:5](S(C)(=O)=O)[N:4]([C:11]2[C:16]([F:17])=[CH:15][C:14]([F:18])=[CH:13][C:12]=2[F:19])[C:3]=1[N:20]1[CH2:25][CH2:24][CH:23]([CH3:26])[CH2:22][CH2:21]1.CO. Product: [Cl:1][C:2]1[N:6]=[CH:5][N:4]([C:11]2[C:12]([F:19])=[CH:13][C:14]([F:18])=[CH:15][C:16]=2[F:17])[C:3]=1[N:20]1[CH2:25][CH2:24][CH:23]([CH3:26])[CH2:22][CH2:21]1. The catalyst class is: 1. (3) Reactant: [Li]CCCC.[CH3:6][O:7][C:8]1[CH:9]=[C:10]([CH3:16])[CH:11]=[C:12]([O:14][CH3:15])[CH:13]=1.[C:17]1([CH2:23][CH2:24][CH2:25][CH2:26]Br)[CH:22]=[CH:21][CH:20]=[CH:19][CH:18]=1. Product: [CH3:15][O:14][C:12]1[CH:11]=[C:10]([CH3:16])[CH:9]=[C:8]([O:7][CH3:6])[C:13]=1[CH2:26][CH2:25][CH2:24][CH2:23][C:17]1[CH:22]=[CH:21][CH:20]=[CH:19][CH:18]=1. The catalyst class is: 182. (4) Reactant: [Cl:1][C:2]1[N:6]([CH3:7])[N:5]=[C:4]([CH3:8])[C:3]=1[C:9]([OH:11])=O.C1(P(C2C=CC=CC=2)C2C=CC=CC=2)C=CC=CC=1.ClN1C(=O)CCC1=O.[CH:39]1([CH2:42][N:43]2[C:51]3[N:50]=[C:49]([CH2:52][C:53]4[CH:58]=[CH:57][C:56]([NH:59][CH3:60])=[CH:55][CH:54]=4)[NH:48][C:47]=3[C:46](=[O:61])[N:45]([CH2:62][C:63]3[CH:68]=[CH:67][CH:66]=[CH:65][C:64]=3[F:69])[C:44]2=[O:70])[CH2:41][CH2:40]1.C(N(CC)CC)C. Product: [CH:39]1([CH2:42][N:43]2[C:51]3[N:50]=[C:49]([CH2:52][C:53]4[CH:54]=[CH:55][C:56]([N:59]([CH3:60])[C:9]([C:3]5[C:4]([CH3:8])=[N:5][N:6]([CH3:7])[C:2]=5[Cl:1])=[O:11])=[CH:57][CH:58]=4)[NH:48][C:47]=3[C:46](=[O:61])[N:45]([CH2:62][C:63]3[CH:68]=[CH:67][CH:66]=[CH:65][C:64]=3[F:69])[C:44]2=[O:70])[CH2:41][CH2:40]1. The catalyst class is: 4. (5) Reactant: Cl[C:2]1[CH:7]=[C:6]([Cl:8])[N:5]=[N:4][C:3]=1[C:9]([O:11][CH2:12][CH3:13])=[O:10].[N:14]1[N:15]([C:19]2[N:24]=[C:23]([NH2:25])[CH:22]=[CH:21][CH:20]=2)[N:16]=[CH:17][CH:18]=1. Product: [N:14]1[N:15]([C:19]2[N:24]=[C:23]([NH:25][C:2]3[CH:7]=[C:6]([Cl:8])[N:5]=[N:4][C:3]=3[C:9]([O:11][CH2:12][CH3:13])=[O:10])[CH:22]=[CH:21][CH:20]=2)[N:16]=[CH:17][CH:18]=1. The catalyst class is: 10. (6) Reactant: [CH3:1][CH:2]1[CH2:7][C:6](=O)[CH2:5][CH:4]([C:9]2[CH:14]=[CH:13][N:12]=[CH:11][C:10]=2[N+:15]([O-:17])=[O:16])[O:3]1.[C:18]1([CH2:24][NH2:25])[CH:23]=[CH:22][CH:21]=[CH:20][CH:19]=1.[BH4-].[Li+]. Product: [CH2:24]([NH:25][CH:6]1[CH2:5][CH:4]([C:9]2[CH:14]=[CH:13][N:12]=[CH:11][C:10]=2[N+:15]([O-:17])=[O:16])[O:3][CH:2]([CH3:1])[CH2:7]1)[C:18]1[CH:23]=[CH:22][CH:21]=[CH:20][CH:19]=1. The catalyst class is: 5. (7) Reactant: [O:1]=[C:2]1[CH:7]=[C:6]([C:8]2[CH:9]=[N:10][C:11]([C:14]([F:17])([F:16])[F:15])=[CH:12][CH:13]=2)[CH:5]=[CH:4][N:3]1[C:18]1[CH:23]=[CH:22][C:21]2[C:24]3[CH2:29][CH2:28][N:27](C(OC(C)(C)C)=O)[CH2:26][C:25]=3[O:37][C:20]=2[CH:19]=1.Cl. Product: [CH2:26]1[C:25]2[O:37][C:20]3[CH:19]=[C:18]([N:3]4[CH:4]=[CH:5][C:6]([C:8]5[CH:9]=[N:10][C:11]([C:14]([F:17])([F:15])[F:16])=[CH:12][CH:13]=5)=[CH:7][C:2]4=[O:1])[CH:23]=[CH:22][C:21]=3[C:24]=2[CH2:29][CH2:28][NH:27]1. The catalyst class is: 275. (8) Reactant: [CH3:1][Si:2]([CH3:21])([CH3:20])[CH2:3][CH2:4][O:5][CH2:6][N:7]1[C:15]2[CH:14]=[C:13]([C:16](OC)=[O:17])[N:12]=[CH:11][C:10]=2[N:9]=[N:8]1.[BH4-].[Na+]. The catalyst class is: 5. Product: [CH3:1][Si:2]([CH3:21])([CH3:20])[CH2:3][CH2:4][O:5][CH2:6][N:7]1[C:15]2[CH:14]=[C:13]([CH2:16][OH:17])[N:12]=[CH:11][C:10]=2[N:9]=[N:8]1. (9) Reactant: Cl[C:2]1[C:11]2=[N:12][N:13](CC3C=CC(OC)=CC=3)[CH:14]=[C:10]2[C:9]2[CH:8]=[C:7]([O:24][CH3:25])[CH:6]=[CH:5][C:4]=2[N:3]=1.[NH2:26][C:27]1[CH:35]=[CH:34][C:30]([C:31]([NH2:33])=[O:32])=[CH:29][CH:28]=1.Cl. Product: [CH3:25][O:24][C:7]1[CH:6]=[CH:5][C:4]2[N:3]=[C:2]([NH:26][C:27]3[CH:35]=[CH:34][C:30]([C:31]([NH2:33])=[O:32])=[CH:29][CH:28]=3)[C:11]3=[N:12][NH:13][CH:14]=[C:10]3[C:9]=2[CH:8]=1. The catalyst class is: 71. (10) Reactant: [C:9](O[C:9]([O:11][C:12]([CH3:15])([CH3:14])[CH3:13])=[O:10])([O:11][C:12]([CH3:15])([CH3:14])[CH3:13])=[O:10].[NH2:16][CH2:17][CH2:18][NH:19][CH2:20][CH2:21][NH2:22]. Product: [C:9]([NH:16][CH2:17][CH2:18][NH:19][CH2:20][CH2:21][NH2:22])([O:11][C:12]([CH3:13])([CH3:14])[CH3:15])=[O:10]. The catalyst class is: 12.